This data is from Peptide-MHC class II binding affinity with 134,281 pairs from IEDB. The task is: Regression. Given a peptide amino acid sequence and an MHC pseudo amino acid sequence, predict their binding affinity value. This is MHC class II binding data. (1) The peptide sequence is QAMASTEGNVTGMFA. The MHC is HLA-DPA10103-DPB10401 with pseudo-sequence HLA-DPA10103-DPB10401. The binding affinity (normalized) is 0.0982. (2) The peptide sequence is EKKYFAATQFPPLAA. The MHC is HLA-DPA10103-DPB10401 with pseudo-sequence HLA-DPA10103-DPB10401. The binding affinity (normalized) is 1.00.